From a dataset of Catalyst prediction with 721,799 reactions and 888 catalyst types from USPTO. Predict which catalyst facilitates the given reaction. (1) Reactant: [CH2:1]([N:8]1[CH2:13][CH2:12][C:11](=O)[CH2:10][CH2:9]1)[C:2]1[CH:7]=[CH:6][CH:5]=[CH:4][CH:3]=1.C(OP([CH2:23][C:24]1[CH:29]=[CH:28][C:27]([C:30]#[N:31])=[CH:26][CH:25]=1)(=O)OCC)C.CN(C)C=O.C(O)C. Product: [CH2:1]([N:8]1[CH2:13][CH2:12][C:11](=[CH:23][C:24]2[CH:29]=[CH:28][C:27]([C:30]#[N:31])=[CH:26][CH:25]=2)[CH2:10][CH2:9]1)[C:2]1[CH:7]=[CH:6][CH:5]=[CH:4][CH:3]=1. The catalyst class is: 6. (2) Reactant: [CH3:1][C:2]1[N:7]([C:8]2[CH:13]=[CH:12][CH:11]=[C:10]([C:14]([F:17])([F:16])[F:15])[CH:9]=2)[C:6](=[O:18])[NH:5][CH:4]([C:19]2[CH:26]=[CH:25][C:22]([C:23]#[N:24])=[CH:21][CH:20]=2)[C:3]=1[C:27]([C:29]1[CH:30]=[N:31][CH:32]=[CH:33][CH:34]=1)=[O:28].C(=O)([O-])[O-].[K+].[K+].Cl[CH2:42][C:43]1[O:44][CH:45]=[C:46]([C:48]([O:50][CH3:51])=[O:49])[N:47]=1. Product: [C:23]([C:22]1[CH:25]=[CH:26][C:19]([CH:4]2[N:5]([CH2:42][C:43]3[O:44][CH:45]=[C:46]([C:48]([O:50][CH3:51])=[O:49])[N:47]=3)[C:6](=[O:18])[N:7]([C:8]3[CH:13]=[CH:12][CH:11]=[C:10]([C:14]([F:15])([F:17])[F:16])[CH:9]=3)[C:2]([CH3:1])=[C:3]2[C:27]([C:29]2[CH:30]=[N:31][CH:32]=[CH:33][CH:34]=2)=[O:28])=[CH:20][CH:21]=1)#[N:24]. The catalyst class is: 9. (3) Product: [CH2:1]1[N:6]([CH2:7][CH2:8][C:9]([OH:11])=[O:10])[CH2:5][CH2:4][N:3]2[CH2:14][CH2:15][CH2:16][CH2:17][CH:2]12. The catalyst class is: 8. Reactant: [CH2:1]1[N:6]([CH2:7][CH2:8][C:9]([O:11]CC)=[O:10])[CH2:5][CH2:4][N:3]2[CH2:14][CH2:15][CH2:16][CH2:17][CH:2]12.[OH-].[Na+]. (4) Product: [C:11]([CH2:2][C:3]([C:5]1[CH:10]=[CH:9][CH:8]=[CH:7][CH:6]=1)=[O:4])(=[S:13])[CH3:12]. Reactant: Cl[CH2:2][C:3]([C:5]1[CH:10]=[CH:9][CH:8]=[CH:7][CH:6]=1)=[O:4].[C:11]([O-])(=[S:13])[CH3:12].[K+]. The catalyst class is: 21. (5) Reactant: [NH2:1][C:2]1[CH:7]=[CH:6][CH:5]=[C:4]([F:8])[N:3]=1.[CH3:9][O:10][C:11]1[CH:18]=[C:17]([O:19][CH3:20])[CH:16]=[CH:15][C:12]=1[CH:13]=O.C1(C)C=CC=CC=1.C(O)(C(F)(F)F)=O. Product: [CH3:9][O:10][C:11]1[CH:18]=[C:17]([O:19][CH3:20])[CH:16]=[CH:15][C:12]=1[CH:13]=[N:1][C:2]1[CH:7]=[CH:6][CH:5]=[C:4]([F:8])[N:3]=1. The catalyst class is: 6. (6) Reactant: Br[C:2]1[CH:7]=[CH:6][C:5]([S:8]([NH:11][C:12]2[CH:21]=[C:20]([F:22])[C:15]([C:16]([O:18]C)=[O:17])=[C:14]([F:23])[CH:13]=2)(=[O:10])=[O:9])=[CH:4][CH:3]=1.[O:24]1[CH:28]=[CH:27][C:26](B2OC(C)(C)C(C)(C)O2)=[CH:25]1.C(=O)([O-])[O-].[Na+].[Na+]. Product: [F:23][C:14]1[CH:13]=[C:12]([NH:11][S:8]([C:5]2[CH:6]=[CH:7][C:2]([C:26]3[CH:27]=[CH:28][O:24][CH:25]=3)=[CH:3][CH:4]=2)(=[O:10])=[O:9])[CH:21]=[C:20]([F:22])[C:15]=1[C:16]([OH:18])=[O:17]. The catalyst class is: 75.